This data is from Full USPTO retrosynthesis dataset with 1.9M reactions from patents (1976-2016). The task is: Predict the reactants needed to synthesize the given product. (1) Given the product [Br:1][C:2]1[CH:11]=[C:6]2[C:5](=[CH:4][CH:3]=1)[NH:12][C:13](=[O:25])[C:14]([C:15]1[CH:20]=[CH:19][CH:18]=[C:17]([C:21]([F:22])([F:24])[F:23])[CH:16]=1)=[C:7]2[OH:8], predict the reactants needed to synthesize it. The reactants are: [Br:1][C:2]1[CH:3]=[CH:4][C:5]([NH:12][C:13](=[O:25])[CH2:14][C:15]2[CH:20]=[CH:19][CH:18]=[C:17]([C:21]([F:24])([F:23])[F:22])[CH:16]=2)=[C:6]([CH:11]=1)[C:7](OC)=[O:8].C[Si]([N-][Si](C)(C)C)(C)C.[K+]. (2) Given the product [Cl:18][C:12]1[CH:13]=[C:14]([Cl:17])[CH:15]=[CH:16][C:11]=1[C:9]1[C:8]([CH2:19][OH:20])=[CH:7][N:6]=[C:5]([NH:4][CH2:3][CH2:2][NH:1][C:28]2[CH:33]=[CH:32][C:31]([N+:34]([O-:36])=[O:35])=[CH:30][N:29]=2)[N:10]=1, predict the reactants needed to synthesize it. The reactants are: [NH2:1][CH2:2][CH2:3][NH:4][C:5]1[N:10]=[C:9]([C:11]2[CH:16]=[CH:15][C:14]([Cl:17])=[CH:13][C:12]=2[Cl:18])[C:8]([CH2:19][OH:20])=[CH:7][N:6]=1.C(=O)([O-])[O-].[Cs+].[Cs+].Cl[C:28]1[CH:33]=[CH:32][C:31]([N+:34]([O-:36])=[O:35])=[C:30](N)[N:29]=1. (3) Given the product [CH2:6]([O:5][C:1]([CH:2]1[CH2:18][CH:19]2[CH2:20][CH:3]1[CH:16]=[CH:15]2)=[O:4])[CH2:7][CH2:8][CH3:9], predict the reactants needed to synthesize it. The reactants are: [C:1]([O:5][CH2:6][CH2:7][CH2:8][CH3:9])(=[O:4])[CH:2]=[CH2:3].C1CC=CC=1.[CH2:15]1[CH:19]2[CH:20]3C=CC([CH:18]2C=[CH:16]1)C3. (4) Given the product [CH3:20][O:19][C:16]1[CH:15]=[CH:14][C:13]([CH:9]([C:6]2[CH:5]=[CH:4][C:3]([O:2][CH3:1])=[CH:8][CH:7]=2)[CH2:10][CH2:11][NH2:12])=[CH:18][CH:17]=1, predict the reactants needed to synthesize it. The reactants are: [CH3:1][O:2][C:3]1[CH:8]=[CH:7][C:6]([CH:9]([C:13]2[CH:18]=[CH:17][C:16]([O:19][CH3:20])=[CH:15][CH:14]=2)[CH2:10][C:11]#[N:12])=[CH:5][CH:4]=1.[H-].[H-].[H-].[H-].[Li+].[Al+3].C(=O)(O)[O-].[Na+].S([O-])([O-])(=O)=O.[Mg+2]. (5) The reactants are: [CH2:1]([O:8][C:9](=[O:18])[NH:10][CH2:11][CH:12]1[CH2:17][CH2:16][NH:15][CH2:14][CH2:13]1)[C:2]1[CH:7]=[CH:6][CH:5]=[CH:4][CH:3]=1.[I-].[K+].C(=O)([O-])[O-].[Ca+2].Cl[CH2:27][CH2:28][CH2:29][N:30]1[CH:34]=[CH:33][N:32]=[N:31]1.S([O-])([O-])(=O)=S.[Na+].[Na+]. Given the product [CH2:1]([O:8][C:9](=[O:18])[NH:10][CH2:11][CH:12]1[CH2:13][CH2:14][N:15]([CH2:27][CH2:28][CH2:29][N:30]2[CH:34]=[CH:33][N:32]=[N:31]2)[CH2:16][CH2:17]1)[C:2]1[CH:7]=[CH:6][CH:5]=[CH:4][CH:3]=1, predict the reactants needed to synthesize it. (6) Given the product [C:3]([C:6]1[CH:7]=[CH:8][C:9]([C:12]2[CH:13]=[C:14]3[C:48](=[CH:49][CH:50]=2)[O:47][C:17]2([CH2:22][CH2:21][N:20]([C:23]([C:25]4[CH:26]=[C:27]([O:44][CH2:45][CH3:46])[C:28]([C:34]5[CH:39]=[CH:38][C:37]([C:40]([O-:42])=[O:41])=[CH:36][CH:35]=5)=[C:29]([O:31][CH2:32][CH3:33])[CH:30]=4)=[O:24])[CH2:19][CH2:18]2)[CH2:16][C:15]3=[O:51])=[N:10][CH:11]=1)(=[O:5])[NH2:4].[Na+:2], predict the reactants needed to synthesize it. The reactants are: [OH-].[Na+:2].[C:3]([C:6]1[CH:7]=[CH:8][C:9]([C:12]2[CH:13]=[C:14]3[C:48](=[CH:49][CH:50]=2)[O:47][C:17]2([CH2:22][CH2:21][N:20]([C:23]([C:25]4[CH:30]=[C:29]([O:31][CH2:32][CH3:33])[C:28]([C:34]5[CH:39]=[CH:38][C:37]([C:40]([O:42]C)=[O:41])=[CH:36][CH:35]=5)=[C:27]([O:44][CH2:45][CH3:46])[CH:26]=4)=[O:24])[CH2:19][CH2:18]2)[CH2:16][C:15]3=[O:51])=[N:10][CH:11]=1)(=[O:5])[NH2:4].CO. (7) Given the product [CH2:8]([NH:7][C:5](=[O:6])[CH2:4][C@H:3]([O:12][Si:13]([C:16]([CH3:18])([CH3:17])[CH3:19])([CH3:14])[CH3:15])[C@@H:2]([NH:1][C:33](=[O:34])[O:35][C:36]1[CH:37]=[CH:38][C:39]([N+:42]([O-:44])=[O:43])=[CH:40][CH:41]=1)[CH2:20][CH:21]1[CH2:22][CH2:23][CH2:24][CH2:25][CH2:26]1)[CH2:9][CH2:10][CH3:11], predict the reactants needed to synthesize it. The reactants are: [NH2:1][C@@H:2]([CH2:20][CH:21]1[CH2:26][CH2:25][CH2:24][CH2:23][CH2:22]1)[C@@H:3]([O:12][Si:13]([C:16]([CH3:19])([CH3:18])[CH3:17])([CH3:15])[CH3:14])[CH2:4][C:5]([NH:7][CH2:8][CH2:9][CH2:10][CH3:11])=[O:6].C([O-])(O)=O.[Na+].Cl[C:33]([O:35][C:36]1[CH:41]=[CH:40][C:39]([N+:42]([O-:44])=[O:43])=[CH:38][CH:37]=1)=[O:34]. (8) Given the product [C:10]([C:13]1[S:17][C:16]([C:18]([NH:6][C:5]2[CH:7]=[CH:8][C:2]([Cl:1])=[C:3]([I:9])[CH:4]=2)=[O:19])=[CH:15][CH:14]=1)(=[O:12])[CH3:11], predict the reactants needed to synthesize it. The reactants are: [Cl:1][C:2]1[CH:8]=[CH:7][C:5]([NH2:6])=[CH:4][C:3]=1[I:9].[C:10]([C:13]1[S:17][C:16]([C:18](O)=[O:19])=[CH:15][CH:14]=1)(=[O:12])[CH3:11].